Task: Binary Classification. Given a miRNA mature sequence and a target amino acid sequence, predict their likelihood of interaction.. Dataset: Experimentally validated miRNA-target interactions with 360,000+ pairs, plus equal number of negative samples (1) The miRNA is hsa-miR-590-3p with sequence UAAUUUUAUGUAUAAGCUAGU. The protein sequence of the target gene is MDSVSFEDVAVNFTLEEWALLDSSQKKLYEDVMQETFKNLVCLGKKWEDQDIEDDHRNQGKNRRCHMVERLCESRRGSKCGETTSQMPNVNINKETFTGAKPHECSFCGRDFIHHSSLNRHMRSHTGQKPNEYQEYEKQPCKCKAVGKTFSYHHCFRKHERTHTGVKPYECKQCGKAFIYYQPFQRHERTHAGQKPYECKQCGKTFIYYQSFQKHAHTGKKPYECKQCGKAFICYQSFQRHKRTHTGEKPYECKQCGKAFSCPTYFRTHERTHTGEKPYKCKECGKAFSFLSSFRRHKRT.... Result: 0 (no interaction). (2) The miRNA is hsa-miR-6734-5p with sequence UUGAGGGGAGAAUGAGGUGGAGA. The protein sequence of the target gene is MALSAEDRALVRALWKKLGSNVGVYTTEALERTFLAFPATKTYFSHLDLSPGSSQVRAHGQKVADALSLAVERLDDLPHALSALSHLHACQLRVDPASFQLLGHCLLVTLARHYPGDFSPALQASLDKFLSHVISALVSEYR. Result: 0 (no interaction).